Dataset: Catalyst prediction with 721,799 reactions and 888 catalyst types from USPTO. Task: Predict which catalyst facilitates the given reaction. (1) Reactant: [CH3:1][C:2]1[N:7]=[CH:6][C:5]([C:8]2[C:9](=[O:34])[NH:10][C:11](=[O:33])[N:12]([CH2:14][CH2:15][CH2:16][N:17]3[CH2:22][C@H:21]4[C@:19]([C:23]5[CH:28]=[CH:27][C:26]([C:29]([F:32])([F:31])[F:30])=[CH:25][CH:24]=5)([CH2:20]4)[CH2:18]3)[CH:13]=2)=[CH:4][CH:3]=1.[ClH:35]. Product: [ClH:35].[ClH:35].[CH3:1][C:2]1[N:7]=[CH:6][C:5]([C:8]2[C:9](=[O:34])[NH:10][C:11](=[O:33])[N:12]([CH2:14][CH2:15][CH2:16][N:17]3[CH2:22][C@H:21]4[C@:19]([C:23]5[CH:24]=[CH:25][C:26]([C:29]([F:32])([F:31])[F:30])=[CH:27][CH:28]=5)([CH2:20]4)[CH2:18]3)[CH:13]=2)=[CH:4][CH:3]=1. The catalyst class is: 12. (2) Reactant: [C:1]1([C:7]2[CH:8]=[N:9][C:10]3[C:15]([C:16]=2[C:17]2[CH:18]=[C:19]([NH2:23])[CH:20]=[CH:21][CH:22]=2)=[CH:14][CH:13]=[CH:12][C:11]=3[C:24]([F:27])([F:26])[F:25])[CH:6]=[CH:5][CH:4]=[CH:3][CH:2]=1.[C:28]1([N:34]=[C:35]=[O:36])[CH:33]=[CH:32][CH:31]=[CH:30][CH:29]=1. Product: [C:28]1([NH:34][C:35]([NH:23][C:19]2[CH:20]=[CH:21][CH:22]=[C:17]([C:16]3[C:15]4[C:10](=[C:11]([C:24]([F:27])([F:25])[F:26])[CH:12]=[CH:13][CH:14]=4)[N:9]=[CH:8][C:7]=3[C:1]3[CH:2]=[CH:3][CH:4]=[CH:5][CH:6]=3)[CH:18]=2)=[O:36])[CH:33]=[CH:32][CH:31]=[CH:30][CH:29]=1. The catalyst class is: 66. (3) Reactant: [N:1]1[C:10]2[C:5](=[CH:6][CH:7]=[CH:8][CH:9]=2)[N:4]=[CH:3][C:2]=1[CH2:11][CH:12]1[CH2:16][CH2:15][CH2:14][CH:13]1[NH:17]C(=O)OC(C)(C)C.Cl. Product: [N:1]1[C:10]2[C:5](=[CH:6][CH:7]=[CH:8][CH:9]=2)[N:4]=[CH:3][C:2]=1[CH2:11][CH:12]1[CH2:16][CH2:15][CH2:14][CH:13]1[NH2:17]. The catalyst class is: 12. (4) Reactant: [Cl:1][C:2]1[CH:10]=[C:9]2[C:5]([C:6](O)([CH2:12][C:13]3([CH3:18])OCC[O:14]3)[C:7](=O)[NH:8]2)=[CH:4][C:3]=1[F:20].COCCO[AlH2-]OCCOC.[Na+].Cl.C(OCC)(=O)C. Product: [Cl:1][C:2]1[CH:10]=[C:9]2[C:5]([C:6]([CH2:12][C:13](=[O:14])[CH3:18])=[CH:7][NH:8]2)=[CH:4][C:3]=1[F:20]. The catalyst class is: 1. (5) Reactant: [CH3:1][N:2]1[CH:6]=[CH:5][N:4]=[CH:3]1.[Li]CCCC.Cl[Si](CC)(CC)CC.[Cl:20][C:21]1[CH:22]=[C:23]([C:27]2[C:36]3[C:31](=[CH:32][CH:33]=[C:34]([C:37]([C:39]4[N:43]([CH3:44])[CH:42]=[N:41][CH:40]=4)=[O:38])[CH:35]=3)[N:30]([CH3:45])[C:29](=[O:46])[CH:28]=2)[CH:24]=[CH:25][CH:26]=1. Product: [Cl:20][C:21]1[CH:22]=[C:23]([C:27]2[C:36]3[C:31](=[CH:32][CH:33]=[C:34]([C:37]([OH:38])([C:3]4[N:2]([CH3:1])[CH:6]=[CH:5][N:4]=4)[C:39]4[N:43]([CH3:44])[CH:42]=[N:41][CH:40]=4)[CH:35]=3)[N:30]([CH3:45])[C:29](=[O:46])[CH:28]=2)[CH:24]=[CH:25][CH:26]=1. The catalyst class is: 1. (6) Reactant: [NH2:1][C:2]1[N:3]=[C:4]([N:20]2[CH2:25][CH2:24][NH:23][CH2:22][CH2:21]2)[C:5]2[N:10]=[C:9]([CH2:11][CH2:12][C:13]3[CH:18]=[CH:17][C:16]([F:19])=[CH:15][CH:14]=3)[S:8][C:6]=2[N:7]=1.[Cl:26][C:27]1[CH:32]=[CH:31][C:30]([CH2:33][C:34](O)=[O:35])=[CH:29][CH:28]=1.CN(C(ON1N=NC2C=CC=CC1=2)=[N+](C)C)C.[B-](F)(F)(F)F.C(N(C(C)C)CC)(C)C. Product: [NH2:1][C:2]1[N:3]=[C:4]([N:20]2[CH2:25][CH2:24][N:23]([C:34](=[O:35])[CH2:33][C:30]3[CH:31]=[CH:32][C:27]([Cl:26])=[CH:28][CH:29]=3)[CH2:22][CH2:21]2)[C:5]2[N:10]=[C:9]([CH2:11][CH2:12][C:13]3[CH:18]=[CH:17][C:16]([F:19])=[CH:15][CH:14]=3)[S:8][C:6]=2[N:7]=1. The catalyst class is: 3. (7) Product: [Cl:19][C:16]1[CH:15]=[CH:14][C:13]([N:8]2[C:9]([CH2:10][O:11][CH3:12])=[C:5]([C:3]([OH:4])=[O:2])[CH:6]=[N:7]2)=[CH:18][CH:17]=1. Reactant: C[O:2][C:3]([C:5]1[CH:6]=[N:7][N:8]([C:13]2[CH:18]=[CH:17][C:16]([Cl:19])=[CH:15][CH:14]=2)[C:9]=1[CH2:10][O:11][CH3:12])=[O:4].[OH-].[Li+]. The catalyst class is: 799. (8) Reactant: C([Li])CCC.Br[C:7]1[CH:8]=[N:9][N:10]([CH3:12])[CH:11]=1.[F:13][C:14]1[CH:19]=[C:18]([F:20])[CH:17]=[CH:16][C:15]=1[C@:21]12[CH2:30][O:29][C:28](=[O:31])[CH2:27][C@H:26]1[CH2:25][S:24][C:23]([NH:32][C:33](=[O:40])[C:34]1[CH:39]=[CH:38][CH:37]=[CH:36][CH:35]=1)=[N:22]2. Product: [F:13][C:14]1[CH:19]=[C:18]([F:20])[CH:17]=[CH:16][C:15]=1[C@:21]12[CH2:30][O:29][C:28]([OH:31])([C:7]3[CH:8]=[N:9][N:10]([CH3:12])[CH:11]=3)[CH2:27][C@H:26]1[CH2:25][S:24][C:23]([NH:32][C:33](=[O:40])[C:34]1[CH:35]=[CH:36][CH:37]=[CH:38][CH:39]=1)=[N:22]2. The catalyst class is: 7. (9) Reactant: [N:1]1[CH:6]=[CH:5][CH:4]=[CH:3][C:2]=1[CH2:7][NH2:8].[OH-].[Na+].[Cl:11][CH2:12][CH2:13][O:14][CH2:15][CH2:16][C:17](Cl)=[O:18]. Product: [Cl:11][CH2:12][CH2:13][O:14][CH2:15][CH2:16][C:17]([NH:8][CH2:7][C:2]1[CH:3]=[CH:4][CH:5]=[CH:6][N:1]=1)=[O:18]. The catalyst class is: 2.